From a dataset of Reaction yield outcomes from USPTO patents with 853,638 reactions. Predict the reaction yield, written as a fraction of the theoretical maximum amount of product (1.0 means a 100% yield; for example, 0.34 means a 34% yield). (1) The reactants are [CH3:1][O:2][N:3]=[C:4]1[C:12]2[C:7](=[CH:8][C:9](/[CH:13]=[CH:14]/[C:15]([C:17]3[CH:22]=[CH:21][C:20]([O:23][CH3:24])=[CH:19][CH:18]=3)=[O:16])=[CH:10][CH:11]=2)[CH2:6][CH2:5]1.[N:25]1[CH:30]=[CH:29][C:28]([CH:31]=[O:32])=[CH:27][CH:26]=1. No catalyst specified. The product is [CH3:1][O:2][N:3]=[C:4]1[C:12]2[C:7](=[CH:8][C:9]([CH:13]([CH2:14][C:15]([C:17]3[CH:18]=[CH:19][C:20]([O:23][CH3:24])=[CH:21][CH:22]=3)=[O:16])[C:31]([C:28]3[CH:29]=[CH:30][N:25]=[CH:26][CH:27]=3)=[O:32])=[CH:10][CH:11]=2)[CH2:6][CH2:5]1. The yield is 0.860. (2) The reactants are [I-:1].[NH2:2][C:3]1[CH:8]=[CH:7][C:6]([C:9]([F:12])([F:11])[F:10])=[CH:5][C:4]=1[N+:13]1[C:17]([CH3:18])=[CH:16][S:15][C:14]=1SC. The catalyst is CO. The product is [I-:1].[CH3:18][C:17]1[N:13]2[C:14](=[NH+:2][C:3]3[CH:8]=[CH:7][C:6]([C:9]([F:12])([F:11])[F:10])=[CH:5][C:4]=32)[S:15][CH:16]=1. The yield is 0.990. (3) The yield is 0.980. The reactants are [Br:1][C:2]1[CH:8]=[CH:7][C:5]([NH2:6])=[CH:4][C:3]=1[C:9]([F:12])([F:11])[F:10].[ClH:13]. The catalyst is CCOCC. The product is [ClH:13].[Br:1][C:2]1[CH:8]=[CH:7][C:5]([NH2:6])=[CH:4][C:3]=1[C:9]([F:10])([F:11])[F:12]. (4) The reactants are [CH3:1][O:2][C:3]([C:5]1[C:6]2[CH:7]=[CH:8][N:9]([C:14]3[CH:19]=[CH:18][C:17]([F:20])=[C:16]([F:21])[CH:15]=3)[C:10]=2[CH:11]=[CH:12][CH:13]=1)=[O:4].C([SiH](CC)CC)C. The catalyst is C(O)(C(F)(F)F)=O. The product is [CH3:1][O:2][C:3]([C:5]1[C:6]2[CH2:7][CH2:8][N:9]([C:14]3[CH:19]=[CH:18][C:17]([F:20])=[C:16]([F:21])[CH:15]=3)[C:10]=2[CH:11]=[CH:12][CH:13]=1)=[O:4]. The yield is 0.880. (5) The reactants are [CH2:1]([N:8]1[CH2:13][C@@H:12]([CH3:14])[NH:11][CH2:10][C@@H:9]1[CH3:15])[C:2]1[CH:7]=[CH:6][CH:5]=[CH:4][CH:3]=1.[O:16]1[CH2:21][CH2:20][C:19](=O)[CH2:18][CH2:17]1.[BH3-]C#N.[Na+].[N-]=C=O. The catalyst is C1COCC1.CCO. The product is [CH2:1]([N:8]1[CH2:13][C@@H:12]([CH3:14])[N:11]([CH:19]2[CH2:20][CH2:21][O:16][CH2:17][CH2:18]2)[CH2:10][C@@H:9]1[CH3:15])[C:2]1[CH:7]=[CH:6][CH:5]=[CH:4][CH:3]=1. The yield is 0.840. (6) The reactants are [H-].[Na+].[CH3:3][C:4]1[CH:5]=[C:6]([N:38]([CH3:42])[C:39](Cl)=[O:40])[CH:7]=[C:8]([CH3:37])[C:9]=1/[CH:10]=[CH:11]/[S:12]([N:15]1[CH2:36][CH2:35][C:18]2([N:22]=[C:21]([C:23]3[CH:28]=[CH:27][CH:26]=[C:25]([O:29][C:30]([F:33])([F:32])[F:31])[CH:24]=3)[NH:20][C:19]2=[O:34])[CH2:17][CH2:16]1)(=[O:14])=[O:13].[C:43]([Si:47]([CH3:53])([CH3:52])[O:48][CH2:49][CH2:50][OH:51])([CH3:46])([CH3:45])[CH3:44]. The catalyst is O1CCCC1. The product is [C:43]([Si:47]([CH3:53])([CH3:52])[O:48][CH2:49][CH2:50][O:51][C:39](=[O:40])[N:38]([C:6]1[CH:5]=[C:4]([CH3:3])[C:9](/[CH:10]=[CH:11]/[S:12]([N:15]2[CH2:36][CH2:35][C:18]3([N:22]=[C:21]([C:23]4[CH:28]=[CH:27][CH:26]=[C:25]([O:29][C:30]([F:31])([F:33])[F:32])[CH:24]=4)[NH:20][C:19]3=[O:34])[CH2:17][CH2:16]2)(=[O:13])=[O:14])=[C:8]([CH3:37])[CH:7]=1)[CH3:42])([CH3:46])([CH3:45])[CH3:44]. The yield is 0.780. (7) The reactants are CCN([CH2:6][CH3:7])CC.CN(C(ON1N=N[C:18]2[CH:19]=[CH:20][CH:21]=N[C:17]1=2)=[N+](C)C)C.F[P-](F)(F)(F)(F)F.Cl.[NH2:33][C@H:34]([C:63](=[O:76])[NH:64][C@@H:65]1[C@@H:70]([OH:71])[C@H:69]([OH:72])[C@@H:68]([CH2:73][OH:74])[O:67][C@H:66]1[OH:75])[CH2:35][CH2:36][CH2:37][CH2:38][NH:39][C:40](=[O:62])[CH2:41][CH2:42]/[CH:43]=[CH:44]\[CH2:45]/[CH:46]=[CH:47]\[CH2:48]/[CH:49]=[CH:50]\[CH2:51]/[CH:52]=[CH:53]\[CH2:54]/[CH:55]=[CH:56]\[CH2:57]/[CH:58]=[CH:59]\[CH2:60][CH3:61]. The catalyst is CN(C=O)C. The product is [C:40]([NH:33][C@H:34]([C:63](=[O:76])[NH:64][C@@H:65]1[C@@H:70]([OH:71])[C@H:69]([OH:72])[C@@H:68]([CH2:73][OH:74])[O:67][C@H:66]1[OH:75])[CH2:35][CH2:36][CH2:37][CH2:38][NH:39][C:40](=[O:62])[CH2:41][CH2:42]/[CH:43]=[CH:44]\[CH2:45]/[CH:46]=[CH:47]\[CH2:48]/[CH:49]=[CH:50]\[CH2:51]/[CH:52]=[CH:53]\[CH2:54]/[CH:55]=[CH:56]\[CH2:57]/[CH:58]=[CH:59]\[CH2:60][CH3:61])(=[O:62])[CH2:41][CH2:42][CH2:43]/[CH:44]=[CH:45]\[CH2:46]/[CH:47]=[CH:48]\[CH2:49]/[CH:50]=[CH:51]\[CH2:52]/[CH:21]=[CH:20]\[CH2:19]/[CH:18]=[CH:17]\[CH2:6][CH3:7]. The yield is 0.0310. (8) The reactants are [OH:1][C:2]1[CH:7]=[CH:6][C:5]([N:8]2[C:13](=[O:14])[C:12]([CH2:15][C:16]3[CH:21]=[CH:20][C:19]([C:22]4[C:23]([C:28]#[N:29])=[CH:24][CH:25]=[CH:26][CH:27]=4)=[CH:18][CH:17]=3)=[C:11]([CH2:30][CH2:31][CH3:32])[N:10]=[C:9]2[CH3:33])=[CH:4][CH:3]=1.[F:34][CH2:35][CH:36](O)[CH3:37].C1(P(C2C=CC=CC=2)C2C=CC=CC=2)C=CC=CC=1.[N:59]([C:60]([O:62]C(C)C)=[O:61])=[N:59][C:60]([O:62]C(C)C)=[O:61]. The catalyst is O1CCCC1.O.C(OCC)(=O)C. The product is [F:34][CH2:35][CH:36]([CH3:37])[O:1][C:2]1[CH:3]=[CH:4][C:5]([N:8]2[C:13](=[O:14])[C:12]([CH2:15][C:16]3[CH:21]=[CH:20][C:19]([C:22]4[CH:27]=[CH:26][CH:25]=[CH:24][C:23]=4[C:28]4[NH:59][C:60](=[O:61])[O:62][N:29]=4)=[CH:18][CH:17]=3)=[C:11]([CH2:30][CH2:31][CH3:32])[N:10]=[C:9]2[CH3:33])=[CH:6][CH:7]=1. The yield is 0.570.